From a dataset of Reaction yield outcomes from USPTO patents with 853,638 reactions. Predict the reaction yield, written as a fraction of the theoretical maximum amount of product (1.0 means a 100% yield; for example, 0.34 means a 34% yield). The reactants are [C:1]([OH:10])(=[O:9])[CH2:2][CH2:3][CH2:4][CH2:5][C:6]([OH:8])=[O:7].[N:11]1[C:16]2[NH:17][CH:18]=[CH:19][C:15]=2[C:14]([C:20]2[CH:21]=[N:22][N:23]([C:25]3([CH2:48][C:49]#[N:50])[CH2:28][N:27]([CH:29]4[CH2:34][CH2:33][N:32]([C:35](=[O:47])[C:36]5[CH:41]=[CH:40][N:39]=[C:38]([C:42]([F:45])([F:44])[F:43])[C:37]=5[F:46])[CH2:31][CH2:30]4)[CH2:26]3)[CH:24]=2)=[N:13][CH:12]=1.CCCCCCC. The catalyst is CO.CC(C)=O. The product is [C:1]([OH:10])(=[O:9])[CH2:2][CH2:3][CH2:4][CH2:5][C:6]([OH:8])=[O:7].[N:11]1[C:16]2[NH:17][CH:18]=[CH:19][C:15]=2[C:14]([C:20]2[CH:21]=[N:22][N:23]([C:25]3([CH2:48][C:49]#[N:50])[CH2:28][N:27]([CH:29]4[CH2:30][CH2:31][N:32]([C:35](=[O:47])[C:36]5[CH:41]=[CH:40][N:39]=[C:38]([C:42]([F:45])([F:43])[F:44])[C:37]=5[F:46])[CH2:33][CH2:34]4)[CH2:26]3)[CH:24]=2)=[N:13][CH:12]=1. The yield is 0.992.